This data is from Catalyst prediction with 721,799 reactions and 888 catalyst types from USPTO. The task is: Predict which catalyst facilitates the given reaction. (1) Reactant: [C:1]([O:4][C:5]1[CH:10]=[CH:9][C:8]([C:11](=[O:17])[CH2:12][CH2:13][C:14]([OH:16])=O)=[CH:7][CH:6]=1)(=[O:3])[CH3:2].C(N(CC)CC)C.ClC(OCC(C)C)=O.[CH2:33]([O:40][C:41]1[CH:46]=[CH:45][C:44]([N:47]2[CH2:52][CH2:51][NH:50][CH2:49][CH2:48]2)=[CH:43][CH:42]=1)[C:34]1[CH:39]=[CH:38][CH:37]=[CH:36][CH:35]=1. Product: [CH2:33]([O:40][C:41]1[CH:46]=[CH:45][C:44]([N:47]2[CH2:52][CH2:51][N:50]([C:14](=[O:16])[CH2:13][CH2:12][C:11]([C:8]3[CH:7]=[CH:6][C:5]([O:4][C:1](=[O:3])[CH3:2])=[CH:10][CH:9]=3)=[O:17])[CH2:49][CH2:48]2)=[CH:43][CH:42]=1)[C:34]1[CH:39]=[CH:38][CH:37]=[CH:36][CH:35]=1. The catalyst class is: 266. (2) Reactant: F[C:2]1[CH:9]=[CH:8][C:5]([C:6]#[N:7])=[CH:4][C:3]=1[N+:10]([O-:12])=[O:11].[CH3:13][O:14][C:15](=[O:23])[C:16]1[CH:21]=[CH:20][C:19]([NH2:22])=[CH:18][CH:17]=1.CC(C)([O-])C.[K+]. Product: [CH3:13][O:14][C:15](=[O:23])[C:16]1[CH:21]=[CH:20][C:19]([NH:22][C:2]2[CH:9]=[CH:8][C:5]([C:6]#[N:7])=[CH:4][C:3]=2[N+:10]([O-:12])=[O:11])=[CH:18][CH:17]=1. The catalyst class is: 16. (3) Reactant: [Cl:1][C:2]1[S:6][C:5]([C:7]([OH:9])=O)=[CH:4][C:3]=1[C:10]1[N:14]([CH3:15])[N:13]=[CH:12][C:11]=1[CH3:16].[NH2:17][C@@H:18]([CH2:31][C:32]1[CH:37]=[CH:36][CH:35]=[C:34]([F:38])[CH:33]=1)[CH2:19][N:20]1[C:28](=[O:29])[C:27]2[C:22](=[CH:23][CH:24]=[CH:25][CH:26]=2)[C:21]1=[O:30].C(N(CC)C(C)C)(C)C.C1CN([P+](Br)(N2CCCC2)N2CCCC2)CC1.F[P-](F)(F)(F)(F)F. Product: [Cl:1][C:2]1[S:6][C:5]([C:7]([NH:17][C@@H:18]([CH2:31][C:32]2[CH:37]=[CH:36][CH:35]=[C:34]([F:38])[CH:33]=2)[CH2:19][N:20]2[C:28](=[O:29])[C:27]3[C:22](=[CH:23][CH:24]=[CH:25][CH:26]=3)[C:21]2=[O:30])=[O:9])=[CH:4][C:3]=1[C:10]1[N:14]([CH3:15])[N:13]=[CH:12][C:11]=1[CH3:16]. The catalyst class is: 4.